This data is from Peptide-MHC class II binding affinity with 134,281 pairs from IEDB. The task is: Regression. Given a peptide amino acid sequence and an MHC pseudo amino acid sequence, predict their binding affinity value. This is MHC class II binding data. The peptide sequence is FTVNQTSRLLMRRMR. The MHC is DRB1_1101 with pseudo-sequence DRB1_1101. The binding affinity (normalized) is 0.898.